The task is: Regression. Given a peptide amino acid sequence and an MHC pseudo amino acid sequence, predict their binding affinity value. This is MHC class I binding data.. This data is from Peptide-MHC class I binding affinity with 185,985 pairs from IEDB/IMGT. (1) The peptide sequence is KRIRLKHIF. The MHC is HLA-A68:02 with pseudo-sequence HLA-A68:02. The binding affinity (normalized) is 0.0847. (2) The peptide sequence is AIIRILQQL. The MHC is HLA-B40:01 with pseudo-sequence HLA-B40:01. The binding affinity (normalized) is 0. (3) The peptide sequence is AVDLSHFLR. The MHC is HLA-A23:01 with pseudo-sequence HLA-A23:01. The binding affinity (normalized) is 0. (4) The peptide sequence is FTFERSKIK. The MHC is HLA-A26:01 with pseudo-sequence HLA-A26:01. The binding affinity (normalized) is 0.0847.